This data is from Catalyst prediction with 721,799 reactions and 888 catalyst types from USPTO. The task is: Predict which catalyst facilitates the given reaction. (1) Reactant: [H-].[Na+].[CH3:3][O:4][C:5]1[CH:10]=[CH:9][C:8]([SH:11])=[CH:7][CH:6]=1.[C:12]([O:16][C:17](=[O:27])[NH:18][C:19]1[S:20][C:21]([F:26])=[C:22]([CH2:24]Cl)[N:23]=1)([CH3:15])([CH3:14])[CH3:13].[Cl-].[NH4+]. Product: [C:12]([O:16][C:17](=[O:27])[NH:18][C:19]1[S:20][C:21]([F:26])=[C:22]([CH2:24][S:11][C:8]2[CH:9]=[CH:10][C:5]([O:4][CH3:3])=[CH:6][CH:7]=2)[N:23]=1)([CH3:15])([CH3:13])[CH3:14]. The catalyst class is: 1. (2) Reactant: [N:1]1([C:7]2[CH:12]=[CH:11][C:10]([CH2:13][N:14]3[CH2:19][CH2:18][N:17](C(OC(C)(C)C)=O)[CH2:16][CH2:15]3)=[C:9]([C:27]([F:30])([F:29])[F:28])[CH:8]=2)[CH2:6][CH2:5][O:4][CH2:3][CH2:2]1.FC(F)(F)C(O)=O. Product: [N:14]1([CH2:13][C:10]2[CH:11]=[CH:12][C:7]([N:1]3[CH2:6][CH2:5][O:4][CH2:3][CH2:2]3)=[CH:8][C:9]=2[C:27]([F:30])([F:29])[F:28])[CH2:19][CH2:18][NH:17][CH2:16][CH2:15]1. The catalyst class is: 4. (3) Reactant: [I:1][C:2]1[C:10]2[C:5](=[N:6][CH:7]=[N:8][C:9]=2[NH2:11])[NH:4][N:3]=1.[C:12]([O:16][C:17]([N:19]1[CH2:24][CH2:23][CH2:22][C@H:21](O)[CH2:20]1)=[O:18])([CH3:15])([CH3:14])[CH3:13].C1(P(C2C=CC=CC=2)C2C=CC=CC=2)C=CC=CC=1.N(C(OC(C)C)=O)=NC(OC(C)C)=O. Product: [NH2:11][C:9]1[N:8]=[CH:7][N:6]=[C:5]2[N:4]([C@@H:23]3[CH2:22][CH2:21][CH2:20][N:19]([C:17]([O:16][C:12]([CH3:15])([CH3:14])[CH3:13])=[O:18])[CH2:24]3)[N:3]=[C:2]([I:1])[C:10]=12. The catalyst class is: 7. (4) Reactant: [F:1][CH2:2][C:3]1[N:4]=[CH:5][C:6]([C:9]([O:11]C)=[O:10])=[N:7][CH:8]=1.O.O.[OH-].[Li+].C(OCC)C. Product: [F:1][CH2:2][C:3]1[N:4]=[CH:5][C:6]([C:9]([OH:11])=[O:10])=[N:7][CH:8]=1. The catalyst class is: 12.